From a dataset of Full USPTO retrosynthesis dataset with 1.9M reactions from patents (1976-2016). Predict the reactants needed to synthesize the given product. Given the product [Cl:8][C:9]1[CH:10]=[C:11]([C:20]([C:22]([F:25])([F:24])[F:23])=[CH2:21])[CH:12]=[C:13]([Cl:15])[CH:14]=1, predict the reactants needed to synthesize it. The reactants are: O1CCCC1.[OH-].[K+].[Cl:8][C:9]1[CH:10]=[C:11](B(O)O)[CH:12]=[C:13]([Cl:15])[CH:14]=1.Br[C:20]([C:22]([F:25])([F:24])[F:23])=[CH2:21].